The task is: Binary Classification. Given a miRNA mature sequence and a target amino acid sequence, predict their likelihood of interaction.. This data is from Experimentally validated miRNA-target interactions with 360,000+ pairs, plus equal number of negative samples. (1) The miRNA is mmu-miR-669a-5p with sequence AGUUGUGUGUGCAUGUUCAUGUCU. The protein sequence of the target gene is MEPKVAELKQKIEDTLCPFGFEVYPFQVAWYNELLPPAFHLPLPGPTLAFLVLSTPAMFDRALKPFLQSCHLRMLTDPVDQCVAYHLGRVRESLPELQIEIIADYEVHPNRRPKILAQTAAHVAGAAYYYQRQDVEADPWGNQRISGVCIHPRFGGWFAIRGVVLLPGIEVPDLPPRKPHDCVPTRADRIALLEGFNFHWRDWTYRDAVTPQERYSEEQKAYFSTPPAQRLALLGLAQPSEKPSSPSPDLPFTTPAPKKPGNPSRARSWLSPRVSPPASPGP. Result: 0 (no interaction). (2) The miRNA is hsa-miR-489-3p with sequence GUGACAUCACAUAUACGGCAGC. The protein sequence of the target gene is MARRRSQRVCASGPSMLNSARGAPELLRGTATNAEVSAAAAGATGSEELPPGDRGCRNGGGRGPAATTSSTGVAVGAEHGEDSLSRKPDPEPGRMDHHQPGTGRYQVLLNEEDNSESSAIEQPPTSNPAPQIVQAASSAPALETDSSPPPYSSITVEVPTTSDTEVYGEFYPVPPPYSVATSLPTYDEAEKAKAAAMAAAAAETSQRIQEEECPPRDDFSDADQLRVGNDGIFMLAFFMAFIFNWLGFCLSFCITNTIAGRYGAICGFGLSLIKWILIVRFSDYFTGYFNGQYWLWWIFL.... Result: 1 (interaction).